From a dataset of Full USPTO retrosynthesis dataset with 1.9M reactions from patents (1976-2016). Predict the reactants needed to synthesize the given product. (1) Given the product [C:1]([C:3]([C:6]1[CH:7]=[CH:8][C:9]([NH:12][C:13]2[CH:14]=[C:15]([CH:20]=[CH:21][N:22]=2)[C:16]([OH:18])=[O:17])=[N:10][CH:11]=1)([CH3:5])[CH3:4])#[N:2], predict the reactants needed to synthesize it. The reactants are: [C:1]([C:3]([C:6]1[CH:7]=[CH:8][C:9]([NH:12][C:13]2[CH:14]=[C:15]([CH:20]=[CH:21][N:22]=2)[C:16]([O:18]C)=[O:17])=[N:10][CH:11]=1)([CH3:5])[CH3:4])#[N:2].[Li+].[OH-]. (2) Given the product [CH2:1]([O:3][C:4](=[O:31])[C:5]([CH3:30])([O:23][C:24]1[CH:29]=[CH:28][CH:27]=[CH:26][CH:25]=1)[CH2:6][C:7]1[CH:8]=[CH:9][C:10]([O:13][CH2:14][CH2:15][CH:16]2[CH2:20][N:19]([CH2:39][C:38]3[CH:41]=[CH:42][CH:43]=[C:36]([O:35][CH3:34])[CH:37]=3)[C:18](=[O:21])[N:17]2[CH3:22])=[CH:11][CH:12]=1)[CH3:2], predict the reactants needed to synthesize it. The reactants are: [CH2:1]([O:3][C:4](=[O:31])[C:5]([CH3:30])([O:23][C:24]1[CH:29]=[CH:28][CH:27]=[CH:26][CH:25]=1)[CH2:6][C:7]1[CH:12]=[CH:11][C:10]([O:13][CH2:14][CH2:15][CH:16]2[CH2:20][NH:19][C:18](=[O:21])[N:17]2[CH3:22])=[CH:9][CH:8]=1)[CH3:2].[H-].[Na+].[CH3:34][O:35][C:36]1[CH:37]=[C:38]([CH:41]=[CH:42][CH:43]=1)[CH2:39]Br. (3) Given the product [Cl:1][CH2:2][CH2:3][C:4]([C:20]1[CH:21]=[CH:22][C:23]([C:26]2[CH:27]=[CH:28][O:30][CH:31]=2)=[CH:24][CH:25]=1)=[C:5]([C:6]1[CH:7]=[CH:8][C:9]([OH:12])=[CH:10][CH:11]=1)[C:13]1[CH:14]=[CH:15][C:16]([OH:19])=[CH:17][CH:18]=1, predict the reactants needed to synthesize it. The reactants are: [Cl:1][CH2:2][CH2:3][C:4]([C:20]1[CH:25]=[CH:24][C:23](/[CH:26]=[CH:27]/[C:28]([O:30][CH2:31]C)=O)=[CH:22][CH:21]=1)=[C:5]([C:13]1[CH:18]=[CH:17][C:16]([OH:19])=[CH:15][CH:14]=1)[C:6]1[CH:11]=[CH:10][C:9]([OH:12])=[CH:8][CH:7]=1.O1C=CC(B(O)O)=C1. (4) Given the product [Cl:1][C:2]1[CH:3]=[CH:4][C:5]([C:26]#[N:27])=[C:6]([C:8]2[C:13]([O:14][CH3:15])=[CH:12][N:11]([CH:16]([CH2:20][C:21]3([CH3:24])[CH2:22][CH2:23]3)[C:17]([NH:28][C:29]3[CH:41]=[CH:40][C:32]([C:33]([O:35][C:36]([CH3:37])([CH3:38])[CH3:39])=[O:34])=[CH:31][CH:30]=3)=[O:18])[C:10](=[O:25])[CH:9]=2)[CH:7]=1, predict the reactants needed to synthesize it. The reactants are: [Cl:1][C:2]1[CH:3]=[CH:4][C:5]([C:26]#[N:27])=[C:6]([C:8]2[C:13]([O:14][CH3:15])=[CH:12][N:11]([CH:16]([CH2:20][C:21]3([CH3:24])[CH2:23][CH2:22]3)[C:17](O)=[O:18])[C:10](=[O:25])[CH:9]=2)[CH:7]=1.[NH2:28][C:29]1[CH:41]=[CH:40][C:32]([C:33]([O:35][C:36]([CH3:39])([CH3:38])[CH3:37])=[O:34])=[CH:31][CH:30]=1.CC(C)N=C=NC(C)C. (5) Given the product [C:1]([O:5][C:6]([NH:8][CH2:9][CH2:10][C:11]1[C:12]2[CH:18]=[CH:17][S:16][C:13]=2[N:14]([S:25]([C:19]2[CH:24]=[CH:23][CH:22]=[CH:21][CH:20]=2)(=[O:27])=[O:26])[CH:15]=1)=[O:7])([CH3:4])([CH3:2])[CH3:3], predict the reactants needed to synthesize it. The reactants are: [C:1]([O:5][C:6]([NH:8][CH2:9][CH2:10][C:11]1[C:12]2[CH:18]=[CH:17][S:16][C:13]=2[NH:14][CH:15]=1)=[O:7])([CH3:4])([CH3:3])[CH3:2].[C:19]1([S:25](Cl)(=[O:27])=[O:26])[CH:24]=[CH:23][CH:22]=[CH:21][CH:20]=1.CC([O-])(C)C.[K+]. (6) Given the product [C:7]([C:9]1[CH:10]=[C:1]([CH:15]=[CH:16][C:17]=1[O:18][CH:19]([CH3:21])[CH3:20])[C:2]([Cl:4])=[O:3])#[N:8], predict the reactants needed to synthesize it. The reactants are: [C:1](Cl)(=O)[C:2]([Cl:4])=[O:3].[C:7]([C:9]1[CH:10]=C([CH:15]=[CH:16][C:17]=1[O:18][CH:19]([CH3:21])[CH3:20])C(O)=O)#[N:8].CN(C=O)C.